From a dataset of Forward reaction prediction with 1.9M reactions from USPTO patents (1976-2016). Predict the product of the given reaction. (1) Given the reactants C([O:3][C:4]([CH2:6][C:7]1[C:8](=[O:20])[CH2:9][C@@H:10]([O:12][Si:13]([CH2:18][CH3:19])([CH2:16][CH3:17])[CH2:14][CH3:15])[CH:11]=1)=[O:5])C.[OH-].[Na+], predict the reaction product. The product is: [OH:5][C:4]([CH2:6][C:7]1[C:8](=[O:20])[CH2:9][C@@H:10]([O:12][Si:13]([CH2:16][CH3:17])([CH2:18][CH3:19])[CH2:14][CH3:15])[CH:11]=1)=[O:3]. (2) Given the reactants [CH3:1][O:2][C:3]1[CH:4]=[C:5]([N:9]2[C:18](=[O:19])[C:17]3[C:12](=[CH:13][CH:14]=[CH:15][C:16]=3[CH3:20])[N:11]=[C:10]2[CH:21]([NH:23][C:24]2[N:32]=[CH:31][N:30]=[C:29]3[C:25]=2[N:26]=[CH:27][N:28]3COCC[Si](C)(C)C)[CH3:22])[CH:6]=[CH:7][CH:8]=1.OC1C=C(N2C(=O)C3C(=CC=CC=3C)N=C2C(NC2N=CN=C3C=2N=CN3)C)C=CC=1, predict the reaction product. The product is: [CH3:1][O:2][C:3]1[CH:4]=[C:5]([N:9]2[C:18](=[O:19])[C:17]3[C:12](=[CH:13][CH:14]=[CH:15][C:16]=3[CH3:20])[N:11]=[C:10]2[CH:21]([NH:23][C:24]2[N:32]=[CH:31][N:30]=[C:29]3[C:25]=2[N:26]=[CH:27][NH:28]3)[CH3:22])[CH:6]=[CH:7][CH:8]=1. (3) The product is: [F:35][C:30]1[CH:29]=[C:28]([N:24]2[CH2:23][C@H:22]([CH2:21][N:6]([C:3]3[CH:4]=[N:5][S:1][N:2]=3)[C:7](=[O:13])[O:8][C:9]([CH3:10])([CH3:12])[CH3:11])[O:26][C:25]2=[O:27])[CH:33]=[CH:32][C:31]=1[I:34]. Given the reactants [S:1]1[N:5]=[CH:4][C:3]([NH:6][C:7](=[O:13])[O:8][C:9]([CH3:12])([CH3:11])[CH3:10])=[N:2]1.[H-].[Na+].CS(O[CH2:21][C@@H:22]1[O:26][C:25](=[O:27])[N:24]([C:28]2[CH:33]=[CH:32][C:31]([I:34])=[C:30]([F:35])[CH:29]=2)[CH2:23]1)(=O)=O, predict the reaction product. (4) Given the reactants [Mn]([O-])(=O)(=O)=[O:2].[K+].[F:7][C:8]1[CH:13]=[C:12]([CH3:14])[CH:11]=[CH:10][N:9]=1.[OH2:15], predict the reaction product. The product is: [F:7][C:8]1[CH:13]=[C:12]([C:14]([OH:2])=[O:15])[CH:11]=[CH:10][N:9]=1. (5) Given the reactants [Cl:1][C:2]1[CH:7]=[CH:6][CH:5]=[CH:4][C:3]=1[C:8]1[CH:19]=[C:18]2[C:14]([C:15]([CH2:21]N3CCCC3)=[CH:16][N:17]2[CH3:20])=[C:13]2[C:9]=1[C:10](=[O:28])[NH:11][C:12]2=[O:27].C([O-])([O-])=[O:30].[K+].[K+].C([O-])(=O)C, predict the reaction product. The product is: [Cl:1][C:2]1[CH:7]=[CH:6][CH:5]=[CH:4][C:3]=1[C:8]1[CH:19]=[C:18]2[C:14]([C:15]([CH2:21][OH:30])=[CH:16][N:17]2[CH3:20])=[C:13]2[C:9]=1[C:10](=[O:28])[NH:11][C:12]2=[O:27]. (6) Given the reactants [C:1]([N:4]1[C:12]2[C:7](=[C:8]([CH3:23])[C:9]([CH2:17][C:18]([O:20][CH2:21][CH3:22])=[O:19])=[C:10]([CH3:16])[C:11]=2[N+:13]([O-])=O)[CH2:6][CH2:5]1)(=[O:3])[CH3:2], predict the reaction product. The product is: [C:1]([N:4]1[C:12]2[C:7](=[C:8]([CH3:23])[C:9]([CH2:17][C:18]([O:20][CH2:21][CH3:22])=[O:19])=[C:10]([CH3:16])[C:11]=2[NH2:13])[CH2:6][CH2:5]1)(=[O:3])[CH3:2]. (7) Given the reactants [F:1][C:2]([F:36])([F:35])[C:3]1[CH:4]=[C:5]([CH:28]=[CH:29][C:30]=1C(F)(F)F)[CH2:6][O:7][CH2:8][CH:9]([C:22]1[CH:27]=[CH:26][CH:25]=[CH:24][CH:23]=1)[CH2:10][NH:11][C:12](=[O:21])[CH2:13][CH2:14]C1C=CN=CC=1.[CH2:37](O)[CH3:38], predict the reaction product. The product is: [F:1][C:2]([F:36])([F:35])[C:29]1[CH:28]=[C:5]([CH:4]=[C:3]([C:2]([F:1])([F:35])[F:36])[CH:30]=1)[CH2:6][O:7][CH2:8][CH:9]([C:22]1[CH:27]=[CH:26][CH:25]=[CH:24][CH:23]=1)[CH2:10][NH:11][C:12](=[O:21])[CH2:13][CH2:14][C:9]1[CH:10]=[N:11][CH:12]=[CH:37][CH:38]=1.[F:1][C:2]([F:36])([F:35])[C:29]1[CH:28]=[C:5]([CH:4]=[C:3]([C:2]([F:1])([F:35])[F:36])[CH:30]=1)[CH2:6][O:7][CH2:8][CH:9]([C:22]1[CH:27]=[CH:26][CH:25]=[CH:24][CH:23]=1)[CH2:10][NH:11][C:12](=[O:21])[CH:13]=[CH:14][C:9]1[CH:10]=[N:11][CH:12]=[CH:37][CH:38]=1.